From a dataset of Forward reaction prediction with 1.9M reactions from USPTO patents (1976-2016). Predict the product of the given reaction. The product is: [O:10]1[CH2:11][CH:12]=[C:7]([B:15]2[O:19][C:18]([CH3:21])([CH3:20])[C:17]([CH3:23])([CH3:22])[O:16]2)[CH2:8][CH2:9]1. Given the reactants FC(F)(F)S(O[C:7]1[CH2:8][CH2:9][O:10][CH2:11][CH:12]=1)(=O)=O.[B:15]1([B:15]2[O:19][C:18]([CH3:21])([CH3:20])[C:17]([CH3:23])([CH3:22])[O:16]2)[O:19][C:18]([CH3:21])([CH3:20])[C:17]([CH3:23])([CH3:22])[O:16]1.CC([O-])=O.[K+].C(Cl)Cl, predict the reaction product.